Dataset: Peptide-MHC class I binding affinity with 185,985 pairs from IEDB/IMGT. Task: Regression. Given a peptide amino acid sequence and an MHC pseudo amino acid sequence, predict their binding affinity value. This is MHC class I binding data. (1) The peptide sequence is QALSPRTLNAW. The MHC is HLA-B35:01 with pseudo-sequence HLA-B35:01. The binding affinity (normalized) is 0. (2) The peptide sequence is VLNHYTPEY. The MHC is HLA-B51:01 with pseudo-sequence HLA-B51:01. The binding affinity (normalized) is 0.0847. (3) The peptide sequence is RAPKVRLSL. The MHC is HLA-B08:01 with pseudo-sequence HLA-B08:01. The binding affinity (normalized) is 0.384. (4) The peptide sequence is WRDDSRGRW. The MHC is HLA-B08:01 with pseudo-sequence HLA-B08:01. The binding affinity (normalized) is 0.0847. (5) The peptide sequence is KRQEILDLWVY. The MHC is HLA-B40:02 with pseudo-sequence HLA-B40:02. The binding affinity (normalized) is 0.0575. (6) The peptide sequence is QGKQHLHSL. The MHC is HLA-A02:06 with pseudo-sequence HLA-A02:06. The binding affinity (normalized) is 0.405.